This data is from Reaction yield outcomes from USPTO patents with 853,638 reactions. The task is: Predict the reaction yield, written as a fraction of the theoretical maximum amount of product (1.0 means a 100% yield; for example, 0.34 means a 34% yield). (1) The reactants are [C:1]([C:4]1C(=O)S[C:7](=[O:11])[NH:6][C:5]=1[OH:12])(=O)[CH3:2].[NH2:13][C:14]1[CH:19]=[CH:18][CH:17]=[CH:16][CH:15]=1. The catalyst is CN(C=O)C. The product is [CH3:2][C:1]1[N:13]([C:14]2[CH:19]=[CH:18][CH:17]=[CH:16][CH:15]=2)[C:7](=[O:11])[NH:6][C:5](=[O:12])[CH:4]=1. The yield is 0.407. (2) The yield is 0.790. The catalyst is [Pd]. The product is [CH2:52]([C:59]1[C:67]2[O:66][CH:65]([CH2:68][NH2:69])[CH2:64][C:63]=2[CH:62]=[CH:61][CH:60]=1)[C:53]1[CH:54]=[CH:55][CH:56]=[CH:57][CH:58]=1. The reactants are CC1C=CC(S(OCC2CC3C=CC=C(CC4C=CC=CC=4)C=3O2)(=O)=O)=CC=1.[N-]=[N+]=[N-].[Na+].N(CC1CC2C=C(Cl)C=C(C3C=CSC=3)C=2O1)=[N+]=[N-].[CH2:52]([C:59]1[C:67]2[O:66][CH:65]([CH2:68][N:69]=[N+]=[N-])[CH2:64][C:63]=2[CH:62]=[CH:61][CH:60]=1)[C:53]1[CH:58]=[CH:57][CH:56]=[CH:55][CH:54]=1.[N-]=[N+]=[N-]. (3) The reactants are [Cl:1][C:2]1[N:7]=[C:6]([NH:8][NH:9][C:10](=[O:30])[C@H:11]([CH2:24][CH:25]2[CH2:29][CH2:28][CH2:27][CH2:26]2)[CH2:12][N:13]([O:16]CC2C=CC=CC=2)[CH:14]=[O:15])[C:5]([F:31])=[C:4]([N:32]2[CH2:41][CH2:40][N:39]3[C@@H:34]([CH2:35][O:36][CH2:37][CH2:38]3)[CH2:33]2)[N:3]=1. The catalyst is CO.[OH-].[OH-].[Pd+2]. The product is [Cl:1][C:2]1[N:7]=[C:6]([NH:8][NH:9][C:10](=[O:30])[C@H:11]([CH2:24][CH:25]2[CH2:29][CH2:28][CH2:27][CH2:26]2)[CH2:12][N:13]([OH:16])[CH:14]=[O:15])[C:5]([F:31])=[C:4]([N:32]2[CH2:41][CH2:40][N:39]3[C@@H:34]([CH2:35][O:36][CH2:37][CH2:38]3)[CH2:33]2)[N:3]=1. The yield is 0.630. (4) The reactants are [CH3:1][C:2]1[CH:3]=[C:4](/[CH:8]=[CH:9]/[C:10]([OH:12])=[O:11])[CH:5]=[CH:6][CH:7]=1. The catalyst is C(O)(=O)C. The product is [CH3:1][CH:2]1[CH2:7][CH2:6][CH2:5][CH:4]([CH2:8][CH2:9][C:10]([OH:12])=[O:11])[CH2:3]1. The yield is 0.950. (5) The reactants are [C:1]1([S:7]([NH2:10])(=[O:9])=[O:8])[CH:6]=[CH:5][CH:4]=[CH:3][CH:2]=1.[OH-].[Na+].[CH3:13][C:14]1[O:18][C:17]([CH2:19][CH2:20]O)=[CH:16][CH:15]=1.CC1C=CC(S([O-])(=O)=O)=CC=1. The catalyst is CC(C)=O. The product is [CH3:13][C:14]1[O:18][C:17]([CH2:19][CH2:20][NH:10][S:7]([C:1]2[CH:6]=[CH:5][CH:4]=[CH:3][CH:2]=2)(=[O:9])=[O:8])=[CH:16][CH:15]=1. The yield is 0.230. (6) The reactants are [C:1]([O:5][C:6](=[O:27])[NH:7][CH:8]1[C:14]2[CH:15]=[CH:16][C:17]([O:19][CH2:20][CH:21]3[CH2:26][CH2:25][CH2:24][CH2:23][CH2:22]3)=[CH:18][C:13]=2[CH2:12][CH2:11][CH2:10][CH2:9]1)([CH3:4])([CH3:3])[CH3:2].C1C(=O)N([Br:35])C(=O)C1. The catalyst is CC#N. The product is [C:1]([O:5][C:6](=[O:27])[NH:7][CH:8]1[C:14]2[CH:15]=[C:16]([Br:35])[C:17]([O:19][CH2:20][CH:21]3[CH2:22][CH2:23][CH2:24][CH2:25][CH2:26]3)=[CH:18][C:13]=2[CH2:12][CH2:11][CH2:10][CH2:9]1)([CH3:4])([CH3:2])[CH3:3]. The yield is 0.880.